This data is from Peptide-MHC class I binding affinity with 185,985 pairs from IEDB/IMGT. The task is: Regression. Given a peptide amino acid sequence and an MHC pseudo amino acid sequence, predict their binding affinity value. This is MHC class I binding data. (1) The peptide sequence is KYKLKHIVW. The MHC is HLA-A31:01 with pseudo-sequence HLA-A31:01. The binding affinity (normalized) is 0.275. (2) The peptide sequence is SALMTLDDLA. The MHC is HLA-A02:01 with pseudo-sequence HLA-A02:01. The binding affinity (normalized) is 0.490. (3) The peptide sequence is LANETTQAL. The MHC is HLA-A29:02 with pseudo-sequence HLA-A29:02. The binding affinity (normalized) is 0.0847. (4) The peptide sequence is TSNWTGNYF. The MHC is HLA-B08:01 with pseudo-sequence HLA-B08:01. The binding affinity (normalized) is 0.107. (5) The peptide sequence is IVAAVIIMA. The MHC is HLA-A02:02 with pseudo-sequence HLA-A02:02. The binding affinity (normalized) is 0.145. (6) The peptide sequence is YHFDPVHHL. The MHC is HLA-B35:01 with pseudo-sequence HLA-B35:01. The binding affinity (normalized) is 0.0847.